This data is from Forward reaction prediction with 1.9M reactions from USPTO patents (1976-2016). The task is: Predict the product of the given reaction. (1) Given the reactants C(O)(=O)C.[CH3:5][C:6]1([CH3:21])[C:15]2[CH2:14][O:13][CH:12]=[CH:11][C:10]3=[CH:16][CH:17]([CH2:19][NH2:20])[O:18][B:8]([C:9]=23)[O:7]1.CCN(CC)CC.[CH3:29][C:30]([O:33][C:34](O[C:34]([O:33][C:30]([CH3:32])([CH3:31])[CH3:29])=[O:35])=[O:35])([CH3:32])[CH3:31], predict the reaction product. The product is: [CH3:5][C:6]1([CH3:21])[C:15]2[CH2:14][O:13][CH:12]=[CH:11][C:10]3=[CH:16][CH:17]([CH2:19][NH:20][C:34](=[O:35])[O:33][C:30]([CH3:32])([CH3:31])[CH3:29])[O:18][B:8]([C:9]=23)[O:7]1. (2) Given the reactants Cl[CH2:2][C:3]([N:5]1[CH2:10][CH2:9][CH:8]([O:11][C:12]2[CH:13]=[N:14][C:15]([N:18]3[C:26]4[C:21](=[CH:22][C:23]([S:27]([CH3:30])(=[O:29])=[O:28])=[CH:24][CH:25]=4)[CH:20]=[CH:19]3)=[CH:16][CH:17]=2)[CH2:7][CH2:6]1)=[O:4].[NH:31]1[CH2:36][CH2:35][O:34][CH2:33][CH2:32]1, predict the reaction product. The product is: [CH3:30][S:27]([C:23]1[CH:22]=[C:21]2[C:26](=[CH:25][CH:24]=1)[N:18]([C:15]1[N:14]=[CH:13][C:12]([O:11][CH:8]3[CH2:9][CH2:10][N:5]([C:3](=[O:4])[CH2:2][N:31]4[CH2:36][CH2:35][O:34][CH2:33][CH2:32]4)[CH2:6][CH2:7]3)=[CH:17][CH:16]=1)[CH:19]=[CH:20]2)(=[O:28])=[O:29]. (3) Given the reactants [C:1]([C:3]1[N:8]=[C:7]([CH2:9][CH2:10][C:11]([O:13][C:14]([CH3:17])([CH3:16])[CH3:15])=[O:12])[CH:6]=[CH:5][CH:4]=1)#[N:2].[F:18][C:19]1[CH:20]=[C:21]([SH:28])[C:22](=[CH:26][CH:27]=1)[C:23](O)=[O:24], predict the reaction product. The product is: [F:18][C:19]1[CH:27]=[CH:26][C:22]2[C:23](=[O:24])[N:2]=[C:1]([C:3]3[N:8]=[C:7]([CH2:9][CH2:10][C:11]([O:13][C:14]([CH3:17])([CH3:16])[CH3:15])=[O:12])[CH:6]=[CH:5][CH:4]=3)[S:28][C:21]=2[CH:20]=1. (4) Given the reactants [F:1][C:2]1[CH:8]=[C:7]([N+:9]([O-:11])=[O:10])[CH:6]=[CH:5][C:3]=1N.Br[CH2:13][CH:14]=[CH2:15].N(OC(C)(C)C)=O, predict the reaction product. The product is: [CH2:15]([C:3]1[CH:5]=[CH:6][C:7]([N+:9]([O-:11])=[O:10])=[CH:8][C:2]=1[F:1])[CH:14]=[CH2:13]. (5) Given the reactants [F:1][C:2]([F:17])([F:16])[C:3]1[CH:4]=[C:5]([NH:9][C:10]2[CH2:14][CH2:13][C:12](=[O:15])[CH:11]=2)[CH:6]=[CH:7][CH:8]=1.[Cl:18][C:19]1[CH:24]=[CH:23][C:22]([CH:25](Cl)[N:26]=[C:27]=[O:28])=[CH:21][N:20]=1, predict the reaction product. The product is: [Cl:18][C:19]1[N:20]=[CH:21][C:22]([CH:25]2[NH:26][C:27](=[O:28])[N:9]([C:5]3[CH:6]=[CH:7][CH:8]=[C:3]([C:2]([F:16])([F:17])[F:1])[CH:4]=3)[C:10]3[CH2:14][CH2:13][C:12](=[O:15])[C:11]2=3)=[CH:23][CH:24]=1. (6) Given the reactants [Cl:1][C:2]1[CH:7]=[CH:6][C:5]([CH:8]([O:13][CH3:14])[CH2:9][CH2:10][CH2:11][OH:12])=[CH:4][CH:3]=1.CC(C)=[O:17].OS(O)(=O)=O.O=[Cr](=O)=O.O, predict the reaction product. The product is: [Cl:1][C:2]1[CH:3]=[CH:4][C:5]([CH:8]([O:13][CH3:14])[CH2:9][CH2:10][C:11]([OH:17])=[O:12])=[CH:6][CH:7]=1. (7) Given the reactants [I:1][C:2]1[CH:3]=[C:4]2[C:9](=[CH:10][C:11]=1[CH2:12][CH2:13]C(O)=O)[NH:8][C:7](=[O:17])[CH2:6][CH2:5]2.[C:18]([OH:22])([CH3:21])([CH3:20])[CH3:19].C([N:25]([CH2:28]C)CC)C.C1(P(N=[N+]=[N-])(C2C=CC=CC=2)=[O:37])C=CC=CC=1, predict the reaction product. The product is: [I:1][C:2]1[CH:3]=[C:4]2[C:9](=[CH:10][C:11]=1[CH2:12][CH2:13][NH:25][C:28](=[O:37])[O:22][C:18]([CH3:21])([CH3:20])[CH3:19])[NH:8][C:7](=[O:17])[CH2:6][CH2:5]2.